The task is: Predict the reaction yield, written as a fraction of the theoretical maximum amount of product (1.0 means a 100% yield; for example, 0.34 means a 34% yield).. This data is from Reaction yield outcomes from USPTO patents with 853,638 reactions. The reactants are [N:1]1[CH:6]=[C:5]([C:7]2([OH:17])[CH2:16][CH2:15][C:10]3(OCC[O:11]3)[CH2:9][CH2:8]2)[CH:4]=[N:3][CH:2]=1.C([O-])([O-])=O.[Na+].[Na+]. The catalyst is C1COCC1. The product is [OH:17][C:7]1([C:5]2[CH:4]=[N:3][CH:2]=[N:1][CH:6]=2)[CH2:16][CH2:15][C:10](=[O:11])[CH2:9][CH2:8]1. The yield is 0.790.